From a dataset of NCI-60 drug combinations with 297,098 pairs across 59 cell lines. Regression. Given two drug SMILES strings and cell line genomic features, predict the synergy score measuring deviation from expected non-interaction effect. (1) Drug 1: C1CCC(C(C1)N)N.C(=O)(C(=O)[O-])[O-].[Pt+4]. Drug 2: CC12CCC3C(C1CCC2OP(=O)(O)O)CCC4=C3C=CC(=C4)OC(=O)N(CCCl)CCCl.[Na+]. Cell line: K-562. Synergy scores: CSS=46.3, Synergy_ZIP=-1.78, Synergy_Bliss=-1.72, Synergy_Loewe=-28.3, Synergy_HSA=-0.707. (2) Drug 1: C1CC(=O)NC(=O)C1N2C(=O)C3=CC=CC=C3C2=O. Drug 2: CC1=C(C(=O)C2=C(C1=O)N3CC4C(C3(C2COC(=O)N)OC)N4)N. Cell line: M14. Synergy scores: CSS=34.7, Synergy_ZIP=2.58, Synergy_Bliss=1.70, Synergy_Loewe=-40.8, Synergy_HSA=-1.56. (3) Drug 1: CC1=CC2C(CCC3(C2CCC3(C(=O)C)OC(=O)C)C)C4(C1=CC(=O)CC4)C. Drug 2: C1=NC(=NC(=O)N1C2C(C(C(O2)CO)O)O)N. Cell line: NCI-H226. Synergy scores: CSS=-4.08, Synergy_ZIP=2.11, Synergy_Bliss=-0.922, Synergy_Loewe=-15.1, Synergy_HSA=-6.78.